This data is from NCI-60 drug combinations with 297,098 pairs across 59 cell lines. The task is: Regression. Given two drug SMILES strings and cell line genomic features, predict the synergy score measuring deviation from expected non-interaction effect. (1) Drug 1: C1=CC(=C2C(=C1NCCNCCO)C(=O)C3=C(C=CC(=C3C2=O)O)O)NCCNCCO. Drug 2: C1C(C(OC1N2C=NC(=NC2=O)N)CO)O. Cell line: NCIH23. Synergy scores: CSS=62.2, Synergy_ZIP=2.27, Synergy_Bliss=4.93, Synergy_Loewe=-18.0, Synergy_HSA=5.66. (2) Cell line: CCRF-CEM. Drug 2: CC1CCCC2(C(O2)CC(NC(=O)CC(C(C(=O)C(C1O)C)(C)C)O)C(=CC3=CSC(=N3)C)C)C. Synergy scores: CSS=66.1, Synergy_ZIP=0.107, Synergy_Bliss=0.0192, Synergy_Loewe=-3.58, Synergy_HSA=-0.544. Drug 1: CC1C(C(=O)NC(C(=O)N2CCCC2C(=O)N(CC(=O)N(C(C(=O)O1)C(C)C)C)C)C(C)C)NC(=O)C3=C4C(=C(C=C3)C)OC5=C(C(=O)C(=C(C5=N4)C(=O)NC6C(OC(=O)C(N(C(=O)CN(C(=O)C7CCCN7C(=O)C(NC6=O)C(C)C)C)C)C(C)C)C)N)C. (3) Drug 1: C1=CC(=CC=C1C#N)C(C2=CC=C(C=C2)C#N)N3C=NC=N3. Drug 2: C1=NC2=C(N1)C(=S)N=CN2. Cell line: NCI/ADR-RES. Synergy scores: CSS=33.4, Synergy_ZIP=-8.92, Synergy_Bliss=-11.4, Synergy_Loewe=-1.43, Synergy_HSA=-2.61. (4) Drug 1: COC1=C(C=C2C(=C1)N=CN=C2NC3=CC(=C(C=C3)F)Cl)OCCCN4CCOCC4. Drug 2: CC1=C(C(=O)C2=C(C1=O)N3CC4C(C3(C2COC(=O)N)OC)N4)N. Cell line: HOP-92. Synergy scores: CSS=27.0, Synergy_ZIP=-0.831, Synergy_Bliss=4.86, Synergy_Loewe=4.60, Synergy_HSA=5.07.